Dataset: Forward reaction prediction with 1.9M reactions from USPTO patents (1976-2016). Task: Predict the product of the given reaction. (1) Given the reactants [F:1][C:2]([F:13])([F:12])[C:3]1[CH:4]=[C:5]([CH:9]=[CH:10][CH:11]=1)[C:6](Cl)=[O:7].C(N(CC)C(C)C)(C)C.[Br:23][C:24]1[CH:28]=[N:27][N:26]([CH3:29])[C:25]=1[C:30]1[CH:31]=[C:32]([CH:34]=[CH:35][C:36]=1[O:37][CH2:38][C:39]([CH3:44])([N+:41]([O-])=O)[CH3:40])[NH2:33].C(O)(=O)C.[OH-].[NH4+], predict the reaction product. The product is: [NH2:41][C:39]([CH3:44])([CH3:40])[CH2:38][O:37][C:36]1[CH:35]=[CH:34][C:32]([NH:33][C:6](=[O:7])[C:5]2[CH:9]=[CH:10][CH:11]=[C:3]([C:2]([F:13])([F:12])[F:1])[CH:4]=2)=[CH:31][C:30]=1[C:25]1[N:26]([CH3:29])[N:27]=[CH:28][C:24]=1[Br:23]. (2) Given the reactants [Cl:1][C:2]1[CH:7]=[CH:6][C:5]([NH:8][S:9]([C:12]2[CH:17]=[CH:16][C:15]([O:18][CH3:19])=[CH:14][CH:13]=2)(=[O:11])=[O:10])=[CH:4][CH:3]=1.[Cl:20][C:21]1[C:25]([Cl:26])=[C:24]([C:27](Cl)=[O:28])[S:23][N:22]=1.O, predict the reaction product. The product is: [Cl:20][C:21]1[C:25]([Cl:26])=[C:24]([C:27]([N:8]([C:5]2[CH:4]=[CH:3][C:2]([Cl:1])=[CH:7][CH:6]=2)[S:9]([C:12]2[CH:17]=[CH:16][C:15]([O:18][CH3:19])=[CH:14][CH:13]=2)(=[O:11])=[O:10])=[O:28])[S:23][N:22]=1.